This data is from Catalyst prediction with 721,799 reactions and 888 catalyst types from USPTO. The task is: Predict which catalyst facilitates the given reaction. (1) Reactant: [Cl:1][C:2]1[CH:7]=[C:6]2[NH:8][C:9](=[O:41])[C:10]3([CH:15]([C:16]4[CH:21]=[C:20]([Cl:22])[CH:19]=[CH:18][C:17]=4[O:23][C:24]([C:27]([O:29]CC)=[O:28])([CH3:26])[CH3:25])[CH2:14][C:13](=[O:32])[NH:12][CH:11]3[C:33]3[CH:38]=[C:37]([F:39])[CH:36]=[CH:35][C:34]=3[Cl:40])[C:5]2=[CH:4][CH:3]=1.[OH-].[Na+].O. Product: [Cl:1][C:2]1[CH:7]=[C:6]2[NH:8][C:9](=[O:41])[C:10]3([CH:15]([C:16]4[CH:21]=[C:20]([Cl:22])[CH:19]=[CH:18][C:17]=4[O:23][C:24]([C:27]([OH:29])=[O:28])([CH3:25])[CH3:26])[CH2:14][C:13](=[O:32])[NH:12][CH:11]3[C:33]3[CH:38]=[C:37]([F:39])[CH:36]=[CH:35][C:34]=3[Cl:40])[C:5]2=[CH:4][CH:3]=1. The catalyst class is: 1. (2) Reactant: [CH2:1]([O:8][CH:9]([CH3:14])[C:10]([O:12]C)=[O:11])[C:2]1[CH:7]=[CH:6][CH:5]=[CH:4][CH:3]=1.[OH-].[Na+]. Product: [CH2:1]([O:8][CH:9]([CH3:14])[C:10]([OH:12])=[O:11])[C:2]1[CH:7]=[CH:6][CH:5]=[CH:4][CH:3]=1. The catalyst class is: 6. (3) Reactant: [Cl:1][C:2]1[CH:3]=[C:4]([C:12]2[O:16][N:15]=[C:14]([C:17]3[CH:18]=[CH:19][CH:20]=[C:21]4[C:25]=3[N:24]([CH3:26])[CH:23]=[C:22]4[CH2:27][CH:28]=O)[N:13]=2)[CH:5]=[CH:6][C:7]=1[O:8][CH:9]([CH3:11])[CH3:10].[NH2:30][CH2:31][CH2:32][C:33]([O:35][CH2:36][CH3:37])=[O:34].C(O)(=O)C.C(O[BH-](OC(=O)C)OC(=O)C)(=O)C.[Na+]. Product: [Cl:1][C:2]1[CH:3]=[C:4]([C:12]2[O:16][N:15]=[C:14]([C:17]3[CH:18]=[CH:19][CH:20]=[C:21]4[C:25]=3[N:24]([CH3:26])[CH:23]=[C:22]4[CH2:27][CH2:28][NH:30][CH2:31][CH2:32][C:33]([O:35][CH2:36][CH3:37])=[O:34])[N:13]=2)[CH:5]=[CH:6][C:7]=1[O:8][CH:9]([CH3:10])[CH3:11]. The catalyst class is: 2. (4) Reactant: C[N:2]1CCN(C2C=CC(NC3C4N(N=CN=4)C([C:21]4[CH:22]=[C:23]([C:26]([NH2:28])=[O:27])[S:24][CH:25]=4)=CN=3)=CC=2)CC1.Br[C:33]1[N:38]2[N:39]=[CH:40][N:41]=[C:37]2[C:36]([NH:42][C:43]2[CH:48]=[CH:47][C:46]([O:49][CH2:50][CH2:51][N:52]3[CH2:57][CH2:56][O:55][CH2:54][CH2:53]3)=[CH:45][CH:44]=2)=[N:35][CH:34]=1.CC1(C)C(C)(C)OB(C2SC(C(N)=O)=CC=2)O1.C([O-])([O-])=O.[Na+].[Na+]. Product: [NH3:2].[O:55]1[CH2:56][CH2:57][N:52]([CH2:51][CH2:50][O:49][C:46]2[CH:47]=[CH:48][C:43]([NH:42][C:36]3[C:37]4[N:38]([N:39]=[CH:40][N:41]=4)[C:33]([C:25]4[S:24][C:23]([C:26]([NH2:28])=[O:27])=[CH:22][CH:21]=4)=[CH:34][N:35]=3)=[CH:44][CH:45]=2)[CH2:53][CH2:54]1. The catalyst class is: 77. (5) Reactant: CC([N:5]([CH2:9][CH:10]([CH2:27][C:28]1[CH:33]=[CH:32][CH:31]=[CH:30][CH:29]=1)[C:11]([NH:13][C:14]1[S:15][C:16]([Cl:26])=[C:17]([C:19]2[N:23]([CH3:24])[N:22]=[CH:21][C:20]=2[Cl:25])[CH:18]=1)=[O:12])C(=O)[O-])(C)C.C(O)(C(F)(F)F)=O. Product: [NH2:5][CH2:9][CH:10]([CH2:27][C:28]1[CH:33]=[CH:32][CH:31]=[CH:30][CH:29]=1)[C:11]([NH:13][C:14]1[S:15][C:16]([Cl:26])=[C:17]([C:19]2[N:23]([CH3:24])[N:22]=[CH:21][C:20]=2[Cl:25])[CH:18]=1)=[O:12]. The catalyst class is: 4.